Dataset: Forward reaction prediction with 1.9M reactions from USPTO patents (1976-2016). Task: Predict the product of the given reaction. (1) Given the reactants [C:1]1([P:7]([C:14]2[CH:19]=[CH:18][CH:17]=[CH:16][CH:15]=2)[C:8]2[CH:13]=[CH:12][CH:11]=[CH:10][CH:9]=2)[CH:6]=[CH:5][CH:4]=[CH:3][CH:2]=1.[C:20]([C:22]1[CH:27]=[CH:26][C:25]([OH:28])=[CH:24][CH:23]=1)#[N:21].N(C(OCC)=O)=NC(O[CH2:34][CH3:35])=O, predict the reaction product. The product is: [C:14]1([CH:34]([O:28][C:25]2[CH:26]=[CH:27][C:22]([C:20]#[N:21])=[CH:23][CH:24]=2)[CH3:35])[CH:15]=[CH:16][CH:17]=[CH:18][CH:19]=1.[C:14]1([P:7]([C:1]2[CH:2]=[CH:3][CH:4]=[CH:5][CH:6]=2)[C:8]2[CH:13]=[CH:12][CH:11]=[CH:10][CH:9]=2)[CH:15]=[CH:16][CH:17]=[CH:18][CH:19]=1. (2) Given the reactants [NH:1]1[CH:5]=[C:4]([C:6]2[C:7]3[CH:14]=[CH:13][N:12]([CH2:15][O:16][CH2:17][CH2:18][Si:19]([CH3:22])([CH3:21])[CH3:20])[C:8]=3[N:9]=[CH:10][N:11]=2)[CH:3]=[N:2]1.CN(C)C=O.[H-].[Na+].Br[CH:31]([CH2:37][CH3:38])[C:32]([O:34][CH2:35][CH3:36])=[O:33], predict the reaction product. The product is: [CH3:20][Si:19]([CH3:22])([CH3:21])[CH2:18][CH2:17][O:16][CH2:15][N:12]1[C:8]2[N:9]=[CH:10][N:11]=[C:6]([C:4]3[CH:5]=[N:1][N:2]([CH:31]([CH2:37][CH3:38])[C:32]([O:34][CH2:35][CH3:36])=[O:33])[CH:3]=3)[C:7]=2[CH:14]=[CH:13]1. (3) Given the reactants [NH2:1][C@H:2]1[CH2:7][CH2:6][N:5]([C:8]([O:10][C:11]([CH3:14])([CH3:13])[CH3:12])=[O:9])[CH2:4][C@H:3]1[F:15].C([O-])([O-])=O.[K+].[K+].Cl[C:23]([O:25][CH2:26][C:27]1[CH:32]=[CH:31][CH:30]=[CH:29][CH:28]=1)=[O:24], predict the reaction product. The product is: [CH2:26]([O:25][C:23]([NH:1][C@H:2]1[CH2:7][CH2:6][N:5]([C:8]([O:10][C:11]([CH3:12])([CH3:14])[CH3:13])=[O:9])[CH2:4][C@H:3]1[F:15])=[O:24])[C:27]1[CH:32]=[CH:31][CH:30]=[CH:29][CH:28]=1. (4) Given the reactants [C:1]([N:5]1[CH:9]=[C:8]([CH2:10][CH2:11][CH2:12][CH3:13])[C:7](=[NH:14])[S:6]1)([CH3:4])([CH3:3])[CH3:2].[C:15]([O:19][C:20]([N:22]1[CH2:26][CH2:25][CH:24]([C:27](O)=[O:28])[CH2:23]1)=[O:21])([CH3:18])([CH3:17])[CH3:16], predict the reaction product. The product is: [CH2:10]([C:8]1=[CH:9][N:5]([C:1]([CH3:4])([CH3:3])[CH3:2])[S:6]/[C:7]/1=[N:14]\[C:27]([CH:24]1[CH2:25][CH2:26][N:22]([C:20]([O:19][C:15]([CH3:18])([CH3:17])[CH3:16])=[O:21])[CH2:23]1)=[O:28])[CH2:11][CH2:12][CH3:13]. (5) Given the reactants [CH:1]([Si:4]([CH:20]([CH3:22])[CH3:21])([CH:17]([CH3:19])[CH3:18])[O:5][C:6]1[CH:11]=[CH:10][C:9]([CH2:12][C:13](OC)=[O:14])=[CH:8][CH:7]=1)([CH3:3])[CH3:2], predict the reaction product. The product is: [CH:17]([Si:4]([CH:1]([CH3:3])[CH3:2])([CH:20]([CH3:22])[CH3:21])[O:5][C:6]1[CH:11]=[CH:10][C:9]([CH2:12][CH2:13][OH:14])=[CH:8][CH:7]=1)([CH3:18])[CH3:19]. (6) Given the reactants C([C:3]1[C:4](N2CCN(C(OC(C)(C)C)=O)CC2)=[N:5][C:6](C)=[C:7]([C:9]([O:11]CC)=[O:10])[CH:8]=1)#N.[ClH:28], predict the reaction product. The product is: [ClH:28].[ClH:28].[C:9]([OH:11])(=[O:10])[C:7]1[CH:8]=[CH:3][CH:4]=[N:5][CH:6]=1.